This data is from NCI-60 drug combinations with 297,098 pairs across 59 cell lines. The task is: Regression. Given two drug SMILES strings and cell line genomic features, predict the synergy score measuring deviation from expected non-interaction effect. (1) Drug 1: C1=NC2=C(N1)C(=S)N=C(N2)N. Drug 2: C1CNP(=O)(OC1)N(CCCl)CCCl. Cell line: UACC-257. Synergy scores: CSS=26.4, Synergy_ZIP=4.18, Synergy_Bliss=3.53, Synergy_Loewe=-14.7, Synergy_HSA=3.53. (2) Drug 1: CC(C)(C#N)C1=CC(=CC(=C1)CN2C=NC=N2)C(C)(C)C#N. Drug 2: CC(C)CN1C=NC2=C1C3=CC=CC=C3N=C2N. Cell line: U251. Synergy scores: CSS=-2.89, Synergy_ZIP=2.00, Synergy_Bliss=-2.94, Synergy_Loewe=-3.31, Synergy_HSA=-6.64. (3) Drug 1: C1=CC(=CC=C1CC(C(=O)O)N)N(CCCl)CCCl.Cl. Drug 2: C1=NNC2=C1C(=O)NC=N2. Cell line: UO-31. Synergy scores: CSS=8.35, Synergy_ZIP=-2.05, Synergy_Bliss=-0.541, Synergy_Loewe=-0.224, Synergy_HSA=-0.172.